From a dataset of Catalyst prediction with 721,799 reactions and 888 catalyst types from USPTO. Predict which catalyst facilitates the given reaction. Reactant: Br[C:2]1[CH:11]=[C:10]2[C:5]([CH:6]=[C:7]([NH:12][C:13]([CH:15]3[CH2:17][CH2:16]3)=[O:14])[N:8]=[CH:9]2)=[CH:4][CH:3]=1.N1C2C(=CC=C3C=2N=CC=C3)C=CC=1.C(=O)([O-])[O-].[Cs+].[Cs+].[CH:38]1([OH:42])[CH2:41][CH2:40][CH2:39]1. Product: [CH:38]1([O:42][C:2]2[CH:11]=[C:10]3[C:5]([CH:6]=[C:7]([NH:12][C:13]([CH:15]4[CH2:17][CH2:16]4)=[O:14])[N:8]=[CH:9]3)=[CH:4][CH:3]=2)[CH2:41][CH2:40][CH2:39]1. The catalyst class is: 205.